From a dataset of Catalyst prediction with 721,799 reactions and 888 catalyst types from USPTO. Predict which catalyst facilitates the given reaction. (1) Product: [Cl:8][C:9]1[CH:10]=[CH:11][C:12]([N+:18]([O-:20])=[O:19])=[C:13]([CH:17]=1)[C:14]([O:6][CH3:7])=[O:15]. Reactant: S([O:6][CH3:7])(OC)(=O)=O.[Cl:8][C:9]1[CH:10]=[CH:11][C:12]([N+:18]([O-:20])=[O:19])=[C:13]([CH:17]=1)[C:14](O)=[O:15].C([O-])([O-])=O.[Na+].[Na+]. The catalyst class is: 21. (2) Reactant: C([O:3][C:4](=[O:26])[C:5]([C:8]1[C:13]([O:14][C:15]2[CH:16]=[N:17][C:18]3[C:23]([CH:24]=2)=[CH:22][CH:21]=[CH:20][C:19]=3[F:25])=[CH:12][CH:11]=[CH:10][N:9]=1)([CH3:7])[CH3:6])C.[OH-].[Na+].Cl. Product: [F:25][C:19]1[CH:20]=[CH:21][CH:22]=[C:23]2[C:18]=1[N:17]=[CH:16][C:15]([O:14][C:13]1[C:8]([C:5]([CH3:7])([CH3:6])[C:4]([OH:26])=[O:3])=[N:9][CH:10]=[CH:11][CH:12]=1)=[CH:24]2. The catalyst class is: 8. (3) Reactant: C(Cl)(=O)C.C(O)C.Cl.[CH3:9][O:10][C:11]1[CH:16]=[CH:15][C:14]([NH:17]N)=[CH:13][CH:12]=1.O=[C:20]1[CH2:25][CH2:24][CH:23]([NH:26][C:27](=[O:31])[CH:28]([CH3:30])[CH3:29])[CH2:22][CH2:21]1. Product: [CH3:9][O:10][C:11]1[CH:16]=[C:15]2[C:14](=[CH:13][CH:12]=1)[NH:17][C:20]1[CH2:25][CH2:24][CH:23]([NH:26][C:27](=[O:31])[CH:28]([CH3:29])[CH3:30])[CH2:22][C:21]2=1. The catalyst class is: 13. (4) Reactant: [BH4-].[Na+].[Cl:3][C:4]1[CH:22]=[N:21][C:7]2[N:8]=[C:9]([N:15]3[CH2:18][CH:17]([NH:19][CH3:20])[CH2:16]3)[C:10]3[N:11]([CH:12]=[N:13][N:14]=3)[C:6]=2[CH:5]=1.[CH2:23]=O.CO. Product: [Cl:3][C:4]1[CH:22]=[N:21][C:7]2[N:8]=[C:9]([N:15]3[CH2:18][CH:17]([N:19]([CH3:23])[CH3:20])[CH2:16]3)[C:10]3[N:11]([CH:12]=[N:13][N:14]=3)[C:6]=2[CH:5]=1. The catalyst class is: 238. (5) Reactant: [F:1][C:2]([F:16])([F:15])[C:3]1[CH:14]=[CH:13][C:6]([CH2:7][CH:8]([C:11]#[N:12])[C:9]#[N:10])=[CH:5][CH:4]=1.[H-].[Na+].Br[CH2:20][CH:21]([CH3:24])[CH2:22][Cl:23]. Product: [Cl:23][CH2:22][CH:21]([CH3:24])[CH2:20][C:8]([CH2:7][C:6]1[CH:5]=[CH:4][C:3]([C:2]([F:15])([F:16])[F:1])=[CH:14][CH:13]=1)([C:11]#[N:12])[C:9]#[N:10]. The catalyst class is: 9.